Dataset: Full USPTO retrosynthesis dataset with 1.9M reactions from patents (1976-2016). Task: Predict the reactants needed to synthesize the given product. (1) Given the product [Br:32][C:33]1[C:34]([F:59])=[CH:35][C:36]2[O:42][CH2:41][CH2:40][N:39]3[C:43]([CH:50]([OH:57])[C:51]4[N:52]([CH3:56])[N:53]=[CH:54][CH:55]=4)=[C:44]([C:46]([OH:48])=[O:47])[N:45]=[C:38]3[C:37]=2[CH:58]=1, predict the reactants needed to synthesize it. The reactants are: BrC1C(F)=CC2OCCN3C(C(O)C4C=CC=C(C(F)(F)F)C=4)=C(C(O)=O)N=C3C=2C=1.[Br:32][C:33]1[C:34]([F:59])=[CH:35][C:36]2[O:42][CH2:41][CH2:40][N:39]3[C:43]([CH:50]([OH:57])[C:51]4[N:52]([CH3:56])[N:53]=[CH:54][CH:55]=4)=[C:44]([C:46]([O:48]C)=[O:47])[N:45]=[C:38]3[C:37]=2[CH:58]=1.[OH-].[Li+]. (2) Given the product [CH2:1]([O:3][C:4]([C:6]1[C:10]([NH2:11])=[CH:9][N:8]([CH2:14][C:15]2[CH:16]=[CH:17][C:18]([O:21][CH3:22])=[CH:19][CH:20]=2)[N:7]=1)=[O:5])[CH3:2], predict the reactants needed to synthesize it. The reactants are: [CH2:1]([O:3][C:4]([C:6]1[C:10]([N+:11]([O-])=O)=[CH:9][N:8]([CH2:14][C:15]2[CH:20]=[CH:19][C:18]([O:21][CH3:22])=[CH:17][CH:16]=2)[N:7]=1)=[O:5])[CH3:2]. (3) Given the product [Br:1][C:2]1[CH:3]=[CH:4][C:5]([O:8][CH3:9])=[N+:6]([O-:18])[CH:7]=1, predict the reactants needed to synthesize it. The reactants are: [Br:1][C:2]1[CH:3]=[CH:4][C-:5]([O:8][CH3:9])[NH:6][CH:7]=1.C1C=C(Cl)C=C(C(OO)=[O:18])C=1.